Dataset: Forward reaction prediction with 1.9M reactions from USPTO patents (1976-2016). Task: Predict the product of the given reaction. Given the reactants C([N:4]1[C:12]2[C:7](=[CH:8][C:9]([N+:13]([O-:15])=[O:14])=[CH:10][CH:11]=2)[C:6](=[C:16](OCC)[C:17]2[CH:22]=[CH:21][CH:20]=[CH:19][CH:18]=2)[C:5]1=[O:26])(=O)C.[CH3:27][N:28]1[CH2:33][CH2:32][N:31]([CH2:34][C:35]([N:37]([C:39]2[CH:45]=[CH:44][C:42]([NH2:43])=[CH:41][CH:40]=2)[CH3:38])=[O:36])[CH2:30][CH2:29]1.[OH-].[Na+], predict the reaction product. The product is: [CH3:27][N:28]1[CH2:33][CH2:32][N:31]([CH2:34][C:35]([N:37]([C:39]2[CH:40]=[CH:41][C:42]([NH:43]/[C:16](=[C:6]3\[C:5](=[O:26])[NH:4][C:12]4[C:7]\3=[CH:8][C:9]([N+:13]([O-:15])=[O:14])=[CH:10][CH:11]=4)/[C:17]3[CH:22]=[CH:21][CH:20]=[CH:19][CH:18]=3)=[CH:44][CH:45]=2)[CH3:38])=[O:36])[CH2:30][CH2:29]1.